Predict the reactants needed to synthesize the given product. From a dataset of Full USPTO retrosynthesis dataset with 1.9M reactions from patents (1976-2016). (1) Given the product [Cl:1][C:2]1[CH:3]=[N:4][CH:5]=[C:6]([Cl:9])[C:7]=1[O:8][C:11]1[S:15][C:14]([C:16]([O:18][CH3:19])=[O:17])=[CH:13][C:12]=1[N+:20]([O-:22])=[O:21], predict the reactants needed to synthesize it. The reactants are: [Cl:1][C:2]1[CH:3]=[N:4][CH:5]=[C:6]([Cl:9])[C:7]=1[OH:8].Cl[C:11]1[S:15][C:14]([C:16]([O:18][CH3:19])=[O:17])=[CH:13][C:12]=1[N+:20]([O-:22])=[O:21]. (2) The reactants are: [C:1]([C:4]1([C:7]2[CH:12]=[CH:11][C:10]([N+:13]([O-:15])=[O:14])=[CH:9][CH:8]=2)[CH2:6][CH2:5]1)(=[O:3])[CH3:2].[CH2:16](O)[CH2:17][OH:18].C1(C)C=CC(S([O-])(=O)=O)=CC=1.[NH+]1C=CC=CC=1. Given the product [CH3:2][C:1]1([C:4]2([C:7]3[CH:12]=[CH:11][C:10]([N+:13]([O-:15])=[O:14])=[CH:9][CH:8]=3)[CH2:6][CH2:5]2)[O:18][CH2:17][CH2:16][O:3]1, predict the reactants needed to synthesize it. (3) Given the product [Cl:27][C:21]1[CH:20]=[C:19]([C:16]2[CH:17]=[CH:18][N:14]([CH2:13][C@H:12]([NH:11][C:7]([C:5]3[N:6]=[C:2]([CH3:1])[O:3][C:4]=3[CH3:10])=[O:9])[CH3:28])[N:15]=2)[CH:26]=[CH:25][C:22]=1[C:23]#[N:24], predict the reactants needed to synthesize it. The reactants are: [CH3:1][C:2]1[O:3][C:4]([CH3:10])=[C:5]([C:7]([OH:9])=O)[N:6]=1.[NH2:11][C@H:12]([CH3:28])[CH2:13][N:14]1[CH:18]=[CH:17][C:16]([C:19]2[CH:26]=[CH:25][C:22]([C:23]#[N:24])=[C:21]([Cl:27])[CH:20]=2)=[N:15]1. (4) The reactants are: [OH:1][CH2:2][CH:3]1[NH:8][CH2:7][CH2:6][N:5]([C:9]([O:11][C:12]([CH3:15])([CH3:14])[CH3:13])=[O:10])[CH2:4]1.[C:16]1([S:22](Cl)(=[O:24])=[O:23])[CH:21]=[CH:20][CH:19]=[CH:18][CH:17]=1. Given the product [OH:1][CH2:2][CH:3]1[N:8]([S:22]([C:16]2[CH:21]=[CH:20][CH:19]=[CH:18][CH:17]=2)(=[O:24])=[O:23])[CH2:7][CH2:6][N:5]([C:9]([O:11][C:12]([CH3:15])([CH3:14])[CH3:13])=[O:10])[CH2:4]1, predict the reactants needed to synthesize it. (5) Given the product [CH3:1][O:2][C:3]1[C:8]([N:9]2[CH:13]=[C:12]([CH3:14])[N:11]=[CH:10]2)=[CH:7][N:6]=[C:5]([C:23]([OH:24])=[O:26])[CH:4]=1, predict the reactants needed to synthesize it. The reactants are: [CH3:1][O:2][C:3]1[C:8]([N:9]2[CH:13]=[C:12]([CH3:14])[N:11]=[CH:10]2)=[CH:7][N:6]=[C:5](C#N)[CH:4]=1.CC1N=CNC=1.[C:23](=[O:26])([O-])[O-:24].[K+].[K+].C1OCCOCCOCCOCCOCCOC1.BrC1C(OC)=CC(C#N)=NC=1.